Regression. Given two drug SMILES strings and cell line genomic features, predict the synergy score measuring deviation from expected non-interaction effect. From a dataset of NCI-60 drug combinations with 297,098 pairs across 59 cell lines. (1) Drug 1: COC1=NC(=NC2=C1N=CN2C3C(C(C(O3)CO)O)O)N. Drug 2: C1CN(P(=O)(OC1)NCCCl)CCCl. Cell line: OVCAR3. Synergy scores: CSS=-8.32, Synergy_ZIP=3.76, Synergy_Bliss=-1.12, Synergy_Loewe=-8.13, Synergy_HSA=-7.90. (2) Drug 1: CC1C(C(CC(O1)OC2CC(CC3=C2C(=C4C(=C3O)C(=O)C5=C(C4=O)C(=CC=C5)OC)O)(C(=O)CO)O)N)O.Cl. Drug 2: CC1CCCC2(C(O2)CC(NC(=O)CC(C(C(=O)C(C1O)C)(C)C)O)C(=CC3=CSC(=N3)C)C)C. Cell line: CAKI-1. Synergy scores: CSS=31.8, Synergy_ZIP=3.77, Synergy_Bliss=4.23, Synergy_Loewe=-19.6, Synergy_HSA=0.0287. (3) Drug 1: C1=CC(=CC=C1CC(C(=O)O)N)N(CCCl)CCCl.Cl. Drug 2: COC1=NC(=NC2=C1N=CN2C3C(C(C(O3)CO)O)O)N. Cell line: SK-MEL-28. Synergy scores: CSS=7.71, Synergy_ZIP=-2.27, Synergy_Bliss=-1.67, Synergy_Loewe=-2.70, Synergy_HSA=-2.25. (4) Drug 1: C1CCN(CC1)CCOC2=CC=C(C=C2)C(=O)C3=C(SC4=C3C=CC(=C4)O)C5=CC=C(C=C5)O. Drug 2: CCC1=C2CN3C(=CC4=C(C3=O)COC(=O)C4(CC)O)C2=NC5=C1C=C(C=C5)O. Cell line: A549. Synergy scores: CSS=25.7, Synergy_ZIP=-0.214, Synergy_Bliss=1.63, Synergy_Loewe=-30.4, Synergy_HSA=-2.09. (5) Drug 1: CCCCC(=O)OCC(=O)C1(CC(C2=C(C1)C(=C3C(=C2O)C(=O)C4=C(C3=O)C=CC=C4OC)O)OC5CC(C(C(O5)C)O)NC(=O)C(F)(F)F)O. Drug 2: CC12CCC3C(C1CCC2O)C(CC4=C3C=CC(=C4)O)CCCCCCCCCS(=O)CCCC(C(F)(F)F)(F)F. Cell line: IGROV1. Synergy scores: CSS=25.3, Synergy_ZIP=-4.59, Synergy_Bliss=-5.13, Synergy_Loewe=-21.7, Synergy_HSA=-5.38. (6) Drug 1: C1=C(C(=O)NC(=O)N1)N(CCCl)CCCl. Drug 2: C#CCC(CC1=CN=C2C(=N1)C(=NC(=N2)N)N)C3=CC=C(C=C3)C(=O)NC(CCC(=O)O)C(=O)O. Cell line: COLO 205. Synergy scores: CSS=34.3, Synergy_ZIP=-9.07, Synergy_Bliss=-5.32, Synergy_Loewe=-4.54, Synergy_HSA=-4.56.